From a dataset of Full USPTO retrosynthesis dataset with 1.9M reactions from patents (1976-2016). Predict the reactants needed to synthesize the given product. Given the product [N:26]([C:23]1[CH:22]=[CH:21][C:20]([O:19][CH2:18][C:17]([O:16][CH2:15][CH2:14][O:13][CH2:12][CH2:11][O:10][C:8](=[O:9])[CH2:7][O:6][C:5]2[CH:4]=[CH:3][C:2]([N:1]=[C:43]=[O:42])=[CH:29][CH:28]=2)=[O:27])=[CH:25][CH:24]=1)=[C:31]=[O:33], predict the reactants needed to synthesize it. The reactants are: [NH2:1][C:2]1[CH:29]=[CH:28][C:5]([O:6][CH2:7][C:8]([O:10][CH2:11][CH2:12][O:13][CH2:14][CH2:15][O:16][C:17](=[O:27])[CH2:18][O:19][C:20]2[CH:25]=[CH:24][C:23]([NH2:26])=[CH:22][CH:21]=2)=[O:9])=[CH:4][CH:3]=1.Cl[C:31](Cl)([O:33]C(=O)OC(Cl)(Cl)Cl)Cl.[O:42]1CCOC[CH2:43]1.